From a dataset of Catalyst prediction with 721,799 reactions and 888 catalyst types from USPTO. Predict which catalyst facilitates the given reaction. Reactant: [F:1][C:2]([F:11])([F:10])[CH2:3][CH2:4][C:5]1[NH:6][CH:7]=[CH:8][CH:9]=1.ClC(Cl)(Cl)C(Cl)=O.[OH-].[Li+].C(O)(=O)CC(CC(O)=O)([C:25]([OH:27])=[O:26])O. Product: [F:11][C:2]([F:1])([F:10])[CH2:3][CH2:4][C:5]1[NH:6][C:7]([C:25]([OH:27])=[O:26])=[CH:8][CH:9]=1. The catalyst class is: 27.